This data is from Catalyst prediction with 721,799 reactions and 888 catalyst types from USPTO. The task is: Predict which catalyst facilitates the given reaction. Reactant: [F:1][C:2]1[CH:3]=[CH:4][C:5]([C:8]2(C#N)[CH2:10][CH2:9]2)=[N:6][CH:7]=1.S(=O)(=O)(O)O.[C:18]([O-:21])(O)=[O:19].[Na+]. Product: [F:1][C:2]1[CH:3]=[CH:4][C:5]([C:8]2([C:18]([OH:21])=[O:19])[CH2:10][CH2:9]2)=[N:6][CH:7]=1. The catalyst class is: 8.